This data is from Forward reaction prediction with 1.9M reactions from USPTO patents (1976-2016). The task is: Predict the product of the given reaction. (1) Given the reactants [Cl-].[OH:2][NH3+:3].C(N(CC)CC)C.[C:11]([C:13]1[CH:18]=[CH:17][C:16]([NH:19][CH:20]([C:36]2[CH:46]=[C:45]([O:47][CH3:48])[C:39]3[O:40][CH2:41][CH2:42][CH2:43][O:44][C:38]=3[C:37]=2[F:49])[C:21]2[NH:25][C:24](=[O:26])[N:23]([C:27]3[N:35]=[CH:34][CH:33]=[CH:32][C:28]=3[C:29]([OH:31])=[O:30])[N:22]=2)=[CH:15][CH:14]=1)#[N:12], predict the reaction product. The product is: [F:49][C:37]1[C:38]2[O:44][CH2:43][CH2:42][CH2:41][O:40][C:39]=2[C:45]([O:47][CH3:48])=[CH:46][C:36]=1[CH:20]([NH:19][C:16]1[CH:15]=[CH:14][C:13]([C:11](=[NH:12])[NH:3][OH:2])=[CH:18][CH:17]=1)[C:21]1[NH:25][C:24](=[O:26])[N:23]([C:27]2[N:35]=[CH:34][CH:33]=[CH:32][C:28]=2[C:29]([OH:31])=[O:30])[N:22]=1. (2) Given the reactants F[C:2]1[C:3]([N+:8]([O-:10])=[O:9])=[N:4][CH:5]=[CH:6][CH:7]=1.[NH:11]1[CH2:16][CH2:15][CH:14]([NH:17][C:18](=[O:24])[O:19][C:20]([CH3:23])([CH3:22])[CH3:21])[CH2:13][CH2:12]1.[CH2:25](N(C(C)C)C(C)C)[CH3:26], predict the reaction product. The product is: [CH2:25]([C:14]1([NH:17][C:18](=[O:24])[O:19][C:20]([CH3:21])([CH3:23])[CH3:22])[CH2:13][CH2:12][N:11]([C:2]2[C:3]([N+:8]([O-:10])=[O:9])=[N:4][CH:5]=[CH:6][CH:7]=2)[CH2:16][CH2:15]1)[CH3:26]. (3) Given the reactants Cl.[F:2][C:3]1[CH:8]=[CH:7][C:6]([NH:9][C:10]2[C:15]([NH:16][NH2:17])=[N:14][C:13]3=[N:18][O:19][N:20]=[C:12]3[N:11]=2)=[CH:5][CH:4]=1.[N+:21]([C:24]1[CH:25]=[C:26]([C:30]2[O:34][C:33]([CH:35]=O)=[CH:32][CH:31]=2)[CH:27]=[CH:28][CH:29]=1)([O-:23])=[O:22], predict the reaction product. The product is: [F:2][C:3]1[CH:8]=[CH:7][C:6]([NH:9][C:10]2[C:15]([NH:16][N:17]=[CH:35][C:33]3[O:34][C:30]([C:26]4[CH:27]=[CH:28][CH:29]=[C:24]([N+:21]([O-:23])=[O:22])[CH:25]=4)=[CH:31][CH:32]=3)=[N:14][C:13]3=[N:18][O:19][N:20]=[C:12]3[N:11]=2)=[CH:5][CH:4]=1. (4) Given the reactants C(N(CC)CC)C.[OH:8]/[N:9]=[C:10](\[NH2:22])/[C:11]1[CH:16]=[CH:15][C:14]([C:17]2[N:18]=[N:19][S:20][CH:21]=2)=[CH:13][CH:12]=1.[CH3:23][C:24]1[CH:32]=[CH:31][CH:30]=[C:29]([CH3:33])[C:25]=1[C:26](Cl)=[O:27], predict the reaction product. The product is: [CH3:23][C:24]1[CH:32]=[CH:31][CH:30]=[C:29]([CH3:33])[C:25]=1[C:26]([O:8]/[N:9]=[C:10](\[NH2:22])/[C:11]1[CH:12]=[CH:13][C:14]([C:17]2[N:18]=[N:19][S:20][CH:21]=2)=[CH:15][CH:16]=1)=[O:27]. (5) Given the reactants [CH3:1][O:2][C:3]1[CH:11]=[C:10]2[C:6]([CH2:7][CH2:8][C:9]2=O)=[CH:5][CH:4]=1.CCN(CC)CC.Cl.[NH2:21][OH:22], predict the reaction product. The product is: [CH3:1][O:2][C:3]1[CH:11]=[C:10]2[C:6]([CH2:7][CH2:8]/[C:9]/2=[N:21]\[OH:22])=[CH:5][CH:4]=1. (6) Given the reactants [OH:1][CH2:2][C:3]1[CH:8]=[CH:7][C:6]([N:9]2[CH2:14][CH2:13][CH:12]([NH:15][C:16](=[O:18])[CH3:17])[CH2:11][CH2:10]2)=[CH:5][CH:4]=1.C[N+]1([O-])CCOCC1, predict the reaction product. The product is: [CH:2]([C:3]1[CH:4]=[CH:5][C:6]([N:9]2[CH2:14][CH2:13][CH:12]([NH:15][C:16](=[O:18])[CH3:17])[CH2:11][CH2:10]2)=[CH:7][CH:8]=1)=[O:1]. (7) Given the reactants [NH2:1][C:2]1[NH:6][N:5]=[CH:4][C:3]=1[C:7]#[N:8].[CH2:9]([N:11]1[C:15]2[CH:16]=[CH:17][C:18]([C:20](=O)[CH2:21][C:22](OCC)=[O:23])=[CH:19][C:14]=2[N:13]=[N:12]1)[CH3:10], predict the reaction product. The product is: [CH2:9]([N:11]1[C:15]2[CH:16]=[CH:17][C:18]([C:20]3[NH:1][C:2]4[N:6]([N:5]=[CH:4][C:3]=4[C:7]#[N:8])[C:22](=[O:23])[CH:21]=3)=[CH:19][C:14]=2[N:13]=[N:12]1)[CH3:10].